From a dataset of NCI-60 drug combinations with 297,098 pairs across 59 cell lines. Regression. Given two drug SMILES strings and cell line genomic features, predict the synergy score measuring deviation from expected non-interaction effect. (1) Drug 2: C#CCC(CC1=CN=C2C(=N1)C(=NC(=N2)N)N)C3=CC=C(C=C3)C(=O)NC(CCC(=O)O)C(=O)O. Drug 1: C1=CC(=CC=C1C#N)C(C2=CC=C(C=C2)C#N)N3C=NC=N3. Synergy scores: CSS=53.6, Synergy_ZIP=4.33, Synergy_Bliss=1.66, Synergy_Loewe=-19.3, Synergy_HSA=0.00334. Cell line: HS 578T. (2) Drug 1: C1C(C(OC1N2C=C(C(=O)NC2=O)F)CO)O. Drug 2: CCCCCOC(=O)NC1=NC(=O)N(C=C1F)C2C(C(C(O2)C)O)O. Cell line: SNB-19. Synergy scores: CSS=14.4, Synergy_ZIP=-5.87, Synergy_Bliss=0.753, Synergy_Loewe=-26.8, Synergy_HSA=-2.41. (3) Drug 1: C1CCC(CC1)NC(=O)N(CCCl)N=O. Drug 2: C(CN)CNCCSP(=O)(O)O. Cell line: HOP-92. Synergy scores: CSS=2.32, Synergy_ZIP=-6.11, Synergy_Bliss=-5.82, Synergy_Loewe=-23.2, Synergy_HSA=-6.93. (4) Drug 1: CC1C(C(CC(O1)OC2CC(CC3=C2C(=C4C(=C3O)C(=O)C5=C(C4=O)C(=CC=C5)OC)O)(C(=O)C)O)N)O.Cl. Drug 2: C1CN(P(=O)(OC1)NCCCl)CCCl. Cell line: MOLT-4. Synergy scores: CSS=29.1, Synergy_ZIP=-4.23, Synergy_Bliss=-6.59, Synergy_Loewe=-41.1, Synergy_HSA=-5.93. (5) Drug 1: CN(C(=O)NC(C=O)C(C(C(CO)O)O)O)N=O. Drug 2: C1CNP(=O)(OC1)N(CCCl)CCCl. Cell line: UACC62. Synergy scores: CSS=0.706, Synergy_ZIP=1.67, Synergy_Bliss=2.36, Synergy_Loewe=-0.0647, Synergy_HSA=0.252. (6) Drug 1: CCC1=CC2CC(C3=C(CN(C2)C1)C4=CC=CC=C4N3)(C5=C(C=C6C(=C5)C78CCN9C7C(C=CC9)(C(C(C8N6C)(C(=O)OC)O)OC(=O)C)CC)OC)C(=O)OC.C(C(C(=O)O)O)(C(=O)O)O. Drug 2: COCCOC1=C(C=C2C(=C1)C(=NC=N2)NC3=CC=CC(=C3)C#C)OCCOC.Cl. Cell line: ACHN. Synergy scores: CSS=39.7, Synergy_ZIP=0.105, Synergy_Bliss=-0.219, Synergy_Loewe=3.47, Synergy_HSA=4.15. (7) Drug 1: C1C(C(OC1N2C=NC3=C(N=C(N=C32)Cl)N)CO)O. Drug 2: C(CCl)NC(=O)N(CCCl)N=O. Cell line: NCI-H460. Synergy scores: CSS=32.0, Synergy_ZIP=-2.59, Synergy_Bliss=-2.39, Synergy_Loewe=-22.7, Synergy_HSA=-0.998. (8) Drug 1: CS(=O)(=O)C1=CC(=C(C=C1)C(=O)NC2=CC(=C(C=C2)Cl)C3=CC=CC=N3)Cl. Drug 2: CC(C)NC(=O)C1=CC=C(C=C1)CNNC.Cl. Cell line: SN12C. Synergy scores: CSS=-4.55, Synergy_ZIP=-1.68, Synergy_Bliss=-7.07, Synergy_Loewe=-8.17, Synergy_HSA=-7.57. (9) Drug 1: CN1C(=O)N2C=NC(=C2N=N1)C(=O)N. Drug 2: CC(C)NC(=O)C1=CC=C(C=C1)CNNC.Cl. Synergy scores: CSS=0.606, Synergy_ZIP=-1.19, Synergy_Bliss=-1.19, Synergy_Loewe=-0.985, Synergy_HSA=-0.797. Cell line: 786-0.